This data is from Catalyst prediction with 721,799 reactions and 888 catalyst types from USPTO. The task is: Predict which catalyst facilitates the given reaction. (1) Reactant: Br[C:2]1[CH:11]=[C:10]([Br:12])[C:9]2[C:4](=[CH:5][CH:6]=[CH:7][CH:8]=2)[N:3]=1.[CH3:13][NH:14][CH3:15]. Product: [Br:12][C:10]1[C:9]2[C:4](=[CH:5][CH:6]=[CH:7][CH:8]=2)[N:3]=[C:2]([N:14]([CH3:15])[CH3:13])[CH:11]=1. The catalyst class is: 6. (2) Reactant: [CH:1]([C:4]1[CH:5]=[C:6]([OH:10])[CH:7]=[CH:8][CH:9]=1)([CH3:3])[CH3:2].C(N(C(C)C)CC)(C)C.[CH3:20][O:21][CH2:22]Cl. Product: [CH:1]([C:4]1[CH:9]=[CH:8][CH:7]=[C:6]([O:10][CH2:20][O:21][CH3:22])[CH:5]=1)([CH3:3])[CH3:2]. The catalyst class is: 34. (3) Reactant: [Mg].Br[C:3]1[CH:8]=[C:7]([O:9][CH3:10])[CH:6]=[C:5]([O:11][CH3:12])[CH:4]=1.[Cl:13][C:14]1[CH:15]=[C:16]2[C:20](=[CH:21][CH:22]=1)[NH:19][C:18](=[O:23])[C:17]2=[O:24]. Product: [Cl:13][C:14]1[CH:15]=[C:16]2[C:20](=[CH:21][CH:22]=1)[NH:19][C:18](=[O:23])[C:17]2([OH:24])[C:3]1[CH:8]=[C:7]([O:9][CH3:10])[CH:6]=[C:5]([O:11][CH3:12])[CH:4]=1. The catalyst class is: 1.